This data is from Reaction yield outcomes from USPTO patents with 853,638 reactions. The task is: Predict the reaction yield, written as a fraction of the theoretical maximum amount of product (1.0 means a 100% yield; for example, 0.34 means a 34% yield). (1) The reactants are [CH3:1][O:2][C:3](=[O:14])[CH2:4][CH2:5][C:6]([N:8]1[CH2:13][CH:12]2[CH:10]([NH:11]2)[CH2:9]1)=[O:7].C(=O)(O)[O-].[Na+].[CH:20]([C:23]1[CH:28]=[C:27]([CH:29]([CH3:31])[CH3:30])[CH:26]=[C:25]([CH:32]([CH3:34])[CH3:33])[C:24]=1[S:35](Cl)(=[O:37])=[O:36])([CH3:22])[CH3:21]. The catalyst is C(OCC)(=O)C. The product is [CH3:1][O:2][C:3](=[O:14])[CH2:4][CH2:5][C:6](=[O:7])[N:8]1[CH2:9][CH:10]2[CH:12]([N:11]2[S:35]([C:24]2[C:25]([CH:32]([CH3:33])[CH3:34])=[CH:26][C:27]([CH:29]([CH3:31])[CH3:30])=[CH:28][C:23]=2[CH:20]([CH3:22])[CH3:21])(=[O:37])=[O:36])[CH2:13]1. The yield is 0.450. (2) The reactants are CC(C)([O-])C.[K+].[CH3:7][O:8][C:9](=[O:32])[CH:10]([NH:21][C:22]([O:24][CH2:25][C:26]1[CH:31]=[CH:30][CH:29]=[CH:28][CH:27]=1)=[O:23])P(OOCC)(OOCC)=O.[CH3:33][O:34][C:35]1[CH:36]=[C:37]([CH:40]=[CH:41][C:42]=1[N:43]1[CH:47]=[C:46]([CH3:48])[N:45]=[CH:44]1)[CH:38]=O.[Cl-].[NH4+]. The catalyst is C(OCC)(=O)C.C(Cl)Cl. The product is [CH3:7][O:8][C:9](=[O:32])/[C:10](/[NH:21][C:22]([O:24][CH2:25][C:26]1[CH:27]=[CH:28][CH:29]=[CH:30][CH:31]=1)=[O:23])=[CH:38]/[C:37]1[CH:40]=[CH:41][C:42]([N:43]2[CH:47]=[C:46]([CH3:48])[N:45]=[CH:44]2)=[C:35]([O:34][CH3:33])[CH:36]=1. The yield is 0.450. (3) The reactants are [CH3:1][O:2][CH2:3][CH2:4][CH2:5][O:6][C:7]1[CH:8]=[C:9]([CH:27]=[CH:28][C:29]=1[O:30][CH3:31])[CH2:10][C@H:11]([CH:24]([CH3:26])[CH3:25])[CH2:12][CH:13]([NH:16][C:17](=[O:23])[O:18][C:19]([CH3:22])([CH3:21])[CH3:20])[CH:14]=[O:15].[CH2:32]1COCC1. No catalyst specified. The product is [CH3:1][O:2][CH2:3][CH2:4][CH2:5][O:6][C:7]1[CH:8]=[C:9]([CH:27]=[CH:28][C:29]=1[O:30][CH3:31])[CH2:10][C@H:11]([CH:24]([CH3:26])[CH3:25])[CH2:12][CH:13]([NH:16][C:17](=[O:23])[O:18][C:19]([CH3:22])([CH3:21])[CH3:20])[CH:14]1[CH2:32][O:15]1. The yield is 0.530.